This data is from Reaction yield outcomes from USPTO patents with 853,638 reactions. The task is: Predict the reaction yield, written as a fraction of the theoretical maximum amount of product (1.0 means a 100% yield; for example, 0.34 means a 34% yield). (1) The reactants are C(OC([N:8]1[CH2:13][CH2:12][CH:11]([C:14]2[CH:19]=[CH:18][C:17]([NH:20][C:21]([C:23]3[N:24](COCC[Si](C)(C)C)[CH:25]=[C:26]([C:28]#[N:29])[N:27]=3)=[O:22])=[C:16]([C:38]3[CH2:43][CH2:42][C:41]([CH3:45])([CH3:44])[CH2:40][CH:39]=3)[N:15]=2)[CH2:10][CH2:9]1)=O)(C)(C)C.[C:46]([OH:52])([C:48]([F:51])([F:50])[F:49])=[O:47].CO. The catalyst is C(Cl)Cl.CO. The product is [F:49][C:48]([F:51])([F:50])[C:46]([OH:52])=[O:47].[CH3:44][C:41]1([CH3:45])[CH2:42][CH2:43][C:38]([C:16]2[N:15]=[C:14]([CH:11]3[CH2:12][CH2:13][NH:8][CH2:9][CH2:10]3)[CH:19]=[CH:18][C:17]=2[NH:20][C:21]([C:23]2[NH:24][CH:25]=[C:26]([C:28]#[N:29])[N:27]=2)=[O:22])=[CH:39][CH2:40]1. The yield is 0.970. (2) The reactants are [C:1]([O:5][C:6]([N:8]1[CH2:13][CH2:12][CH:11]([OH:14])[CH2:10][CH2:9]1)=[O:7])([CH3:4])([CH3:3])[CH3:2].[H-].[Na+].Cl[C:18]1[C:22]2[CH:23]=[CH:24][CH:25]=[CH:26][C:21]=2[O:20][N:19]=1. The catalyst is CN(C=O)C. The product is [C:1]([O:5][C:6]([N:8]1[CH2:13][CH2:12][CH:11]([O:14][C:18]2[C:22]3[CH:23]=[CH:24][CH:25]=[CH:26][C:21]=3[O:20][N:19]=2)[CH2:10][CH2:9]1)=[O:7])([CH3:4])([CH3:2])[CH3:3]. The yield is 0.850. (3) The reactants are [NH2:1][C:2]1[C:7]([C:8]([O:10]CC)=O)=[CH:6][C:5](OC)=[C:4](OCC2CCN(C)CC2)[CH:3]=1.C(O)(=O)C.[CH:28](N)=[NH:29]. The catalyst is COCCO. The product is [N:1]1[C:2]2[C:7](=[CH:6][CH:5]=[CH:4][CH:3]=2)[C:8](=[O:10])[NH:29][CH:28]=1. The yield is 0.700. (4) The reactants are Cl[C:2](=[O:7])[C:3]([O:5][CH3:6])=[O:4].[NH2:8][C:9]1[CH:14]=[CH:13][C:12]([C@H:15]2[CH2:20][CH2:19][C@H:18]([O:21][CH2:22][CH2:23][C:24]([O:26][CH3:27])=[O:25])[CH2:17][CH2:16]2)=[CH:11][CH:10]=1.C(N(C(C)C)CC)(C)C.O. The catalyst is C(Cl)Cl. The product is [CH3:6][O:5][C:3]([C:2]([NH:8][C:9]1[CH:10]=[CH:11][C:12]([C@H:15]2[CH2:16][CH2:17][C@H:18]([O:21][CH2:22][CH2:23][C:24]([O:26][CH3:27])=[O:25])[CH2:19][CH2:20]2)=[CH:13][CH:14]=1)=[O:7])=[O:4]. The yield is 0.920. (5) The catalyst is CS(C)=O. The yield is 0.510. The product is [Br:1][C:2]1[CH:3]=[CH:4][C:5]([C:9]([OH:11])=[O:10])=[N:6][C:7]=1[S:15][CH2:14][CH:13]([CH3:16])[CH3:12]. The reactants are [Br:1][C:2]1[CH:3]=[CH:4][C:5]([C:9]([OH:11])=[O:10])=[N:6][C:7]=1Cl.[CH3:12][CH:13]([CH3:16])[CH2:14][SH:15].C(=O)([O-])[O-].[Cs+].[Cs+].Cl.